Task: Predict the reaction yield, written as a fraction of the theoretical maximum amount of product (1.0 means a 100% yield; for example, 0.34 means a 34% yield).. Dataset: Reaction yield outcomes from USPTO patents with 853,638 reactions The reactants are [CH3:1][O:2][C:3]1[CH:34]=[CH:33][C:6]([CH2:7][O:8][C@@H:9]2[C@@H:17]([CH:18]=[O:19])[O:16][C@H:15]3[C@H:11]([N:12]=[C:13]([N:20]([CH3:22])[CH3:21])[S:14]3)[C@H:10]2[O:23][CH2:24][C:25]2[CH:30]=[CH:29][C:28]([O:31][CH3:32])=[CH:27][CH:26]=2)=[CH:5][CH:4]=1.[CH3:35][Mg]Br. The catalyst is C1COCC1. The product is [CH3:1][O:2][C:3]1[CH:4]=[CH:5][C:6]([CH2:7][O:8][C@@H:9]2[C@@H:17]([CH:18]([OH:19])[CH3:35])[O:16][C@H:15]3[C@H:11]([N:12]=[C:13]([N:20]([CH3:22])[CH3:21])[S:14]3)[C@H:10]2[O:23][CH2:24][C:25]2[CH:26]=[CH:27][C:28]([O:31][CH3:32])=[CH:29][CH:30]=2)=[CH:33][CH:34]=1. The yield is 0.740.